Dataset: CYP1A2 inhibition data for predicting drug metabolism from PubChem BioAssay. Task: Regression/Classification. Given a drug SMILES string, predict its absorption, distribution, metabolism, or excretion properties. Task type varies by dataset: regression for continuous measurements (e.g., permeability, clearance, half-life) or binary classification for categorical outcomes (e.g., BBB penetration, CYP inhibition). Dataset: cyp1a2_veith. (1) The result is 0 (non-inhibitor). The drug is O=C1C=C(NCC2CCCO2)C2(CCCCC2)O1. (2) The compound is O=C(Nc1cccc2nsnc12)c1ccc(-c2cccc(Cl)c2)o1. The result is 1 (inhibitor). (3) The drug is C[C@H]1[C@H](NC(=O)/C(=N/OC(C)(C)C(=O)O)c2csc(N)n2)C(=O)N1S(=O)(=O)O. The result is 0 (non-inhibitor). (4) The molecule is O=C(O)c1ccc2c(c1)C(=O)N(C(Cc1ccc(O)cc1)C(=O)O)C2=O. The result is 0 (non-inhibitor).